This data is from Catalyst prediction with 721,799 reactions and 888 catalyst types from USPTO. The task is: Predict which catalyst facilitates the given reaction. (1) Reactant: [Br:1][C:2]1[CH:7]=[C:6]([CH3:8])[C:5]([Cl:9])=[CH:4][C:3]=1[C:10]([OH:13])([CH3:12])[CH3:11].Cl[CH2:15][O:16][CH2:17][CH3:18].CCN(C(C)C)C(C)C.O. Product: [Br:1][C:2]1[CH:7]=[C:6]([CH3:8])[C:5]([Cl:9])=[CH:4][C:3]=1[C:10]([O:13][CH2:15][O:16][CH2:17][CH3:18])([CH3:11])[CH3:12]. The catalyst class is: 2. (2) Reactant: [CH2:1]([N:3]1[C:7]2=[N:8][C:9]([CH2:54][CH3:55])=[C:10]([CH2:19][NH:20][C:21]([C:23]3[CH:24]=[N:25][CH:26]=[C:27]([C:29]([NH:31][CH2:32][C:33]4[CH:34]=[C:35]([C:40]5[CH:45]=[CH:44][CH:43]=[C:42]([CH2:46][N:47]6[CH2:52][CH2:51][NH:50][C@@H:49]([CH3:53])[CH2:48]6)[CH:41]=5)[C:36]([F:39])=[CH:37][CH:38]=4)=[O:30])[CH:28]=3)=[O:22])[C:11]([NH:12][CH:13]3[CH2:18][CH2:17][O:16][CH2:15][CH2:14]3)=[C:6]2[CH:5]=[N:4]1)[CH3:2].C(N1C2=NC(CC)=C(CNC(C3C=C(C(O)=O)C=NC=3)=O)C(NC3CCOCC3)=C2C=N1)C.NCC1C=CC(F)=C(C2C=CC=C(CN3CCN([C:110]([O:112][C:113]([CH3:116])([CH3:115])[CH3:114])=[O:111])[C@@H](C)C3)C=2)C=1.CN(C(ON1N=NC2C=CC=CC1=2)=[N+](C)C)C.F[P-](F)(F)(F)(F)F.CCN(CC)CC. Product: [CH2:1]([N:3]1[C:7]2=[N:8][C:9]([CH2:54][CH3:55])=[C:10]([CH2:19][NH:20][C:21]([C:23]3[CH:28]=[C:27]([C:29]([NH:31][CH2:32][C:33]4[CH:38]=[CH:37][C:36]([F:39])=[C:35]([C:40]5[CH:45]=[CH:44][CH:43]=[C:42]([CH2:46][N:47]6[CH2:52][CH2:51][N:50]([C:110]([O:112][C:113]([CH3:116])([CH3:115])[CH3:114])=[O:111])[C@@H:49]([CH3:53])[CH2:48]6)[CH:41]=5)[CH:34]=4)=[O:30])[CH:26]=[N:25][CH:24]=3)=[O:22])[C:11]([NH:12][CH:13]3[CH2:14][CH2:15][O:16][CH2:17][CH2:18]3)=[C:6]2[CH:5]=[N:4]1)[CH3:2]. The catalyst class is: 2. (3) Reactant: [H-].[Na+].[F:3][C:4]1[C:5]([CH2:16][N:17]([CH3:25])[C:18](=[O:24])[O:19][C:20]([CH3:23])([CH3:22])[CH3:21])=[CH:6][NH:7][C:8]=1[C:9]1[C:10]([F:15])=[N:11][CH:12]=[CH:13][CH:14]=1.C1OCCOCCOCCOCCOC1.[CH3:41][O:42][C:43]1[CH:44]=[CH:45][C:46]([S:49](Cl)(=[O:51])=[O:50])=[N:47][CH:48]=1. The catalyst class is: 7. Product: [F:3][C:4]1[C:5]([CH2:16][N:17]([CH3:25])[C:18](=[O:24])[O:19][C:20]([CH3:21])([CH3:22])[CH3:23])=[CH:6][N:7]([S:49]([C:46]2[CH:45]=[CH:44][C:43]([O:42][CH3:41])=[CH:48][N:47]=2)(=[O:50])=[O:51])[C:8]=1[C:9]1[C:10]([F:15])=[N:11][CH:12]=[CH:13][CH:14]=1. (4) Reactant: [N:1]([C:4]1[CH:9]=[CH:8][C:7]([C:10]([F:13])([F:12])[F:11])=[CH:6][CH:5]=1)=[C:2]=[O:3].C(OC([N:21]1[CH2:26][CH:25]2[CH2:27][CH:22]1[CH2:23][NH:24]2)=O)(C)(C)C.FC(F)(F)C(O)=O.[OH-].[Na+]. Product: [F:13][C:10]([F:11])([F:12])[C:7]1[CH:6]=[CH:5][C:4]([NH:1][C:2]([N:21]2[CH2:26][CH:25]3[CH2:27][CH:22]2[CH2:23][NH:24]3)=[O:3])=[CH:9][CH:8]=1. The catalyst class is: 4. (5) Reactant: [NH2:1][C@@H:2]1[CH2:6][C@H:5]([C:7]([N:9]2[CH2:14][CH2:13][CH2:12][C@@H:11]([C:15]([C:23]3[CH:28]=[CH:27][CH:26]=[C:25]([Cl:29])[C:24]=3[C:30]3[CH:35]=[CH:34][CH:33]=[C:32]([CH2:36][CH3:37])[CH:31]=3)([OH:22])[CH2:16][CH2:17][CH2:18][CH2:19][O:20][CH3:21])[CH2:10]2)=[O:8])[CH2:4][C@@H:3]1[OH:38].[OH:39][CH2:40][CH:41]=O.C([BH3-])#N.[Na+].Cl. Product: [Cl:29][C:25]1[C:24]([C:30]2[CH:35]=[CH:34][CH:33]=[C:32]([CH2:36][CH3:37])[CH:31]=2)=[C:23]([C:15]([C@@H:11]2[CH2:12][CH2:13][CH2:14][N:9]([C:7]([C@@H:5]3[CH2:4][C@H:3]([OH:38])[C@H:2]([NH:1][CH2:41][CH2:40][OH:39])[CH2:6]3)=[O:8])[CH2:10]2)([OH:22])[CH2:16][CH2:17][CH2:18][CH2:19][O:20][CH3:21])[CH:28]=[CH:27][CH:26]=1. The catalyst class is: 26.